Dataset: Ames mutagenicity test results for genotoxicity prediction. Task: Regression/Classification. Given a drug SMILES string, predict its toxicity properties. Task type varies by dataset: regression for continuous values (e.g., LD50, hERG inhibition percentage) or binary classification for toxic/non-toxic outcomes (e.g., AMES mutagenicity, cardiotoxicity, hepatotoxicity). Dataset: ames. (1) The molecule is Cc1cc(N)ccc1-c1ccc(O)cc1. The result is 1 (mutagenic). (2) The molecule is COc1ccc2nc3cc(Cl)ccc3c(NC(C)CCCN(CCCl)CCCl)c2c1. The result is 1 (mutagenic). (3) The compound is Cc1c(N=[N+]([O-])c2cc([N+](=O)[O-])c(C)c([N+](=O)[O-])c2)cc([N+](=O)[O-])cc1[N+](=O)[O-]. The result is 1 (mutagenic). (4) The drug is Nc1snc2ccc([N+](=O)[O-])cc12. The result is 1 (mutagenic).